From a dataset of Drug-target binding data from BindingDB using IC50 measurements. Regression. Given a target protein amino acid sequence and a drug SMILES string, predict the binding affinity score between them. We predict pIC50 (pIC50 = -log10(IC50 in M); higher means more potent). Dataset: bindingdb_ic50. (1) The compound is C[C@]12CC[C@@H]3c4ccc(O)cc4CC[C@H]3[C@@H]1CC[C@@H]2O. The target protein sequence is MSSDDRHLGSSCGSFIKTEPSSPSSGIDALSHHSPSGSSDASGGFGLALGTHANGLDSPPMFAGAGLGGTPCRKSYEDCASGIMEDSAIKCEYMLNAIPKRLCLVCGDIASGYHYGVASCEACKAFFKRTIQGNIEYSCPATNECEITKRRRKSCQACRFMKCLKVGMLKEGVRLDRVRGGRQKYKRRLDSESSPYLSLQISPPAKKPLTKIVSYLLVAEPDKLYAMPPPGMPEGDIKALTTLCDLADRELVVIIGWAKHIPGFSSLSLGDQMSLLQSAWMEILILGIVYRSLPYDDKLVYAEDYIMDEEHSRLAGLLELYRAILQLVRRYKKLKVEKEEFVTLKALALANSDSMYIEDLEAVQKLQDLLHEALQDYELSQRHEEPWRTGKLLLTLPLLRQTAAKAVQHFYSVKLQGKVPMHKLFLEMLEAKVGQEQLRGSPKDERMSSHDGKCPFQSAAFTSRDQSNSPGIPNPRPSSPTPLNERGRQISPSTRTPGGQ.... The pIC50 is 8.5. (2) The target protein (Q8WWT9) has sequence MAALAAAAKKVWSARRLLVLLFTPLALLPVVFALPPKEGRCLFVILLMAVYWCTEALPLSVTALLPIVLFPFMGILPSNKVCPQYFLDTNFLFLSGLIMASAIEEWNLHRRIALKILMLVGVQPARLILGMMVTTSFLSMWLSNTASTAMMLPIANAILKSLFGQKEVRKDPSQESEENTAAVRRNGLHTVPTEMQFLASTEAKDHPGETEVPLDLPADSRKEDEYRRNIWKGFLISIPYSASIGGTATLTGTAPNLILLGQLKSFFPQCDVVNFGSWFIFAFPLMLLFLLAGWLWISFLYGGLSFRGWRKNKSEIRTNAEDRARAVIREEYQNLGPIKFAEQAVFILFCMFAILLFTRDPKFIPGWASLFNPGFLSDAVTGVAIVTILFFFPSQRPSLKWWFDFKAPNTETEPLLTWKKAQETVPWNIILLLGGGFAMAKGCEESGLSVWIGGQLHPLENVPPALAVLLITVVIAFFTEFASNTATIIIFLPVLAELAI.... The drug is COc1ncc(C)cc1CC[C@@](O)(CC(=O)O)C(=O)O. The pIC50 is 5.0. (3) The compound is CC(C)(C)NC(=O)c1cncn1C1CCN(c2ccc(-c3nnc(C(F)(F)F)o3)cc2)CC1. The target protein sequence is VSQPSLVGSKEEPPPARSGSGGGSAKEPQEERSQQQDDIEELETKAVGMSNDGRFLKFDIEIGRGSFKTVYKGLDTETTVEVAWCELQDRKLTKSERQRFKEEAEMLKGLQHPNIVRFYDSWESTVKGKKCIVLVTELMTSGTLKTYLKRFKVMKIKVLRSWCRQILKGLQFLHTRTPPIIHRDLKCDNIFITGPTGSVKIGDLGLATLKRASFAKSVIGTPEFMAPEMYEEKYDESVDVYAFGMCMLEMATSEYPYSECQNAAQIYRRVTSGVKPASFDKVAIPEVKEIIEGCIRQNKDERYSIKDLLNHAFFQEETGVRVEL. The pIC50 is 9.0. (4) The compound is Cc1c(N[S+](=O)([O-])c2ccc(-c3cccc(CNCc4cccnc4)c3)cc2)c(CC(C)C)nn1C. The target protein sequence is MSRNPSNSDAAHAFWSTQPVPQTEDETEKIVFAGPMDEPKTVADIPEEPYPIASTFEWWTPNMEAADDIHAIYELLRDNYVEDDDSMFRFNYSEEFLQWALCPPNYIPDWHVAVRRKADKKLLAFIAGVPVTLRMGTPKYMKVKAQEKGEGEEAAKYDEPRHICEINFLCVHKQLREKRLAPILIKEATRRVNRTNVWQAVYTAGVLLPTPYASGQYFHRSLNPEKLVEIRFSGIPAQYQKFQNPMAMLKRNYQLPSAPKNSGLREMKPSDVPQVRRILMNYLDSFDVGPVFSDAEISHYLLPRDGVVFTYVVENDKKVTDFFSFYRIPSTVIGNSNYNLLNAAYVHYYAATSIPLHQLILDLLIVAHSRGFDVCNMVEILDNRSFVEQLKFGAGDGHLRYYFYNWAYPKIKPSQVALVML. The pIC50 is 5.8. (5) The compound is CC(C)[C@@H]1NC(=O)[C@H](NC(=O)N[C@@H](CCCCN)C(=O)O)CCCCNC(=O)[C@H](Cc2ccccc2)NC(=O)[C@H](C)N(C)C(=O)[C@H](CCc2ccc(O)cc2)NC1=O. The target protein (P15169) has sequence MSDLLSVFLHLLLLFKLVAPVTFRHHRYDDLVRTLYKVQNECPGITRVYSIGRSVEGRHLYVLEFSDHPGIHEPLEPEVKYVGNMHGNEALGRELMLQLSEFLCEEFRNRNQRIVQLIQDTRIHILPSMNPDGYEVAAAQGPNKPGYLVGRNNANGVDLNRNFPDLNTYIYYNEKYGGPNHHLPLPDNWKSQVEPETRAVIRWMHSFNFVLSANLHGGAVVANYPYDKSFEHRVRGVRRTASTPTPDDKLFQKLAKVYSYAHGWMFQGWNCGDYFPDGITNGASWYSLSKGMQDFNYLHTNCFEITLELSCDKFPPEEELQREWLGNREALIQFLEQVHQGIKGMVLDENYNNLANAVISVSGINHDVTSGDHGDYFRLLLPGIYTVSATAPGYDPETVTVTVGPAEPTLVNFHLKRSIPQVSPVRRAPSRRHGVRAKVQPQARKKEMEMRQLQRGPA. The pIC50 is 5.2. (6) The drug is Cc1ccc(S(=O)(=O)Nc2ccc3c(c2)C(=O)N(CCBr)C3=O)cc1. The pIC50 is 3.7. The target protein (Q6P7A9) has sequence MNIRKPLCSNSVVGACTLVSLTTAVILGHLMLRELMLLPQDLHESSSGLWKTYRPHHQESYEPAPLHIQEHAEQLRAVPTQCDVTPNSRFDCAPDKGITQEQCEARGCCWVPAGQVLNGPVMGQPWCFFPPSYPSYRLENLSSTESGYTATLTRTSPTFFPKDVLTLQLEVLMETDSRLHFMIKDPTSKRYEVPLETPRVLSQAPSPLYSVEFSEEPFGVIVRRKLGGRVLLNTTVAPLFFADQFLQLSTSLPSQHIAGLGEHLSPLMLSTEWTRITLWNRDVAPSQGVNLYGSHPFYLALEDGGLAHGVFLLNSNAMDVVLQPSPALTWRSTGGILDVYVFLGPEPKSVVQQYLDVVGYPFMPPYWGLGFHLCRWGYSSTAIVRQVVENMTRTHFPLDVQWNDLDYMDARRDFTFNQDGFADFPDMVHELHQGGRRYMMIVDPAISSSGPAGSYRPYDEGLRRGVFITNETGQPLIGKVWPGSTAFPDFTNPETLDWWQ.... (7) The compound is CC[C@H](C)[C@H](NC(=O)[C@H](Cc1ccccc1)NC(=O)[C@@H](NC(=O)[C@H](Cc1cnc[nH]1)NC(=O)CNC(=O)CNC(=O)[C@H](Cc1ccccc1)NC(=O)[C@H](CC(C)C)NC(=O)[C@H]1NC(=O)[C@H](CCCN=C(N)N)NC(=O)[C@H](Cc2ccc(O)cc2)NC(=O)[C@H](CC(=O)O)NC(=O)[C@H](Cc2c[nH]c3ccccc23)NC(=O)[C@H](Cc2c[nH]c3ccccc23)NC(=O)[C@@H]2CCCN2C(=O)[C@H](Cc2ccc(O)cc2)NC(=O)CNC1=O)[C@@H](C)O)C(=O)N[C@@H](CO)C(=O)N1CCC[C@H]1C(=O)O. The target protein (Q9UNI1) has sequence MLVLYGHSTQDLPETNARVVGGTEAGRNSWPSQISLQYRSGGSRYHTCGGTLIRQNWVMTAAHCVDYQKTFRVVAGDHNLSQNDGTEQYVSVQKIVVHPYWNSDNVAAGYDIALLRLAQSVTLNSYVQLGVLPQEGAILANNSPCYITGWGKTKTNGQLAQTLQQAYLPSVDYAICSSSSYWGSTVKNTMVCAGGDGVRSGCQGDSGGPLHCLVNGKYSVHGVTSFVSSRGCNVSRKPTVFTQVSAYISWINNVIASN. The pIC50 is 6.0.